The task is: Predict the reaction yield, written as a fraction of the theoretical maximum amount of product (1.0 means a 100% yield; for example, 0.34 means a 34% yield).. This data is from Reaction yield outcomes from USPTO patents with 853,638 reactions. (1) The reactants are [ClH:1].[CH3:2][N:3]([CH:10]1[CH2:15][CH2:14][N:13]([C:16](=[O:25])[CH2:17][CH2:18][C:19]2[N:20]([CH3:24])[CH:21]=[CH:22][N:23]=2)[CH2:12][CH2:11]1)[CH2:4][CH2:5][NH:6][C:7](=[O:9])[CH3:8]. The catalyst is C(OCC)C. The product is [ClH:1].[CH3:2][N:3]([CH:10]1[CH2:15][CH2:14][N:13]([C:16](=[O:25])[CH2:17][CH2:18][C:19]2[N:20]([CH3:24])[CH:21]=[CH:22][N:23]=2)[CH2:12][CH2:11]1)[CH2:4][CH2:5][NH:6][C:7](=[O:9])[CH3:8]. The yield is 0.390. (2) The reactants are [N:1]1[CH:6]=[C:5]([CH2:7][C:8]2[C:9](=[O:15])[NH:10][C:11](=[S:14])[NH:12][CH:13]=2)[CH:4]=[N:3][CH:2]=1.[CH3:16]CN(C(C)C)C(C)C.[Cl:25][C:26]1[CH:31]=[CH:30][C:29]([O:32][C:33]2[CH:38]=[CH:37][C:36]([CH2:39]Cl)=[CH:35][CH:34]=2)=[CH:28][C:27]=1[C:41]([F:44])([F:43])[F:42].CI. The catalyst is C(Cl)Cl.[Zn+2].[Br-].[Br-].CN1C(=O)CCC1. The product is [Cl:25][C:26]1[CH:31]=[CH:30][C:29]([O:32][C:33]2[CH:38]=[CH:37][C:36]([CH2:39][S:14][C:11]3[N:12]([CH3:16])[CH:13]=[C:8]([CH2:7][C:5]4[CH:6]=[N:1][CH:2]=[N:3][CH:4]=4)[C:9](=[O:15])[N:10]=3)=[CH:35][CH:34]=2)=[CH:28][C:27]=1[C:41]([F:44])([F:43])[F:42]. The yield is 0.0597.